From a dataset of Peptide-MHC class II binding affinity with 134,281 pairs from IEDB. Regression. Given a peptide amino acid sequence and an MHC pseudo amino acid sequence, predict their binding affinity value. This is MHC class II binding data. (1) The peptide sequence is YDKFLANVSTVPTGK. The MHC is DRB3_0202 with pseudo-sequence DRB3_0202. The binding affinity (normalized) is 0.765. (2) The peptide sequence is PNWVRKVFIDTIPNI. The MHC is HLA-DPA10301-DPB10402 with pseudo-sequence HLA-DPA10301-DPB10402. The binding affinity (normalized) is 0.252. (3) The peptide sequence is EKKYFAQTQFEPLAA. The binding affinity (normalized) is 0.127. The MHC is HLA-DQA10501-DQB10301 with pseudo-sequence HLA-DQA10501-DQB10301. (4) The peptide sequence is EVLFRLENHAETLRA. The MHC is DRB1_0301 with pseudo-sequence DRB1_0301. The binding affinity (normalized) is 0.514. (5) The peptide sequence is AAYSDQATLLLISPR. The MHC is DRB1_0101 with pseudo-sequence DRB1_0101. The binding affinity (normalized) is 0.135. (6) The peptide sequence is LNVTSEDLGKTFSVG. The MHC is DRB5_0101 with pseudo-sequence DRB5_0101. The binding affinity (normalized) is 0.463. (7) The peptide sequence is EKKYAAATQFEPLAA. The MHC is DRB1_0101 with pseudo-sequence DRB1_0101. The binding affinity (normalized) is 0.577.